This data is from NCI-60 drug combinations with 297,098 pairs across 59 cell lines. The task is: Regression. Given two drug SMILES strings and cell line genomic features, predict the synergy score measuring deviation from expected non-interaction effect. (1) Drug 1: CC1=C(C=C(C=C1)NC2=NC=CC(=N2)N(C)C3=CC4=NN(C(=C4C=C3)C)C)S(=O)(=O)N.Cl. Drug 2: C(CC(=O)O)C(=O)CN.Cl. Cell line: DU-145. Synergy scores: CSS=0.782, Synergy_ZIP=-3.60, Synergy_Bliss=-8.70, Synergy_Loewe=-11.0, Synergy_HSA=-10.1. (2) Drug 2: CN(CCCl)CCCl.Cl. Cell line: CCRF-CEM. Drug 1: CC1=C2C(C(=O)C3(C(CC4C(C3C(C(C2(C)C)(CC1OC(=O)C(C(C5=CC=CC=C5)NC(=O)C6=CC=CC=C6)O)O)OC(=O)C7=CC=CC=C7)(CO4)OC(=O)C)O)C)OC(=O)C. Synergy scores: CSS=56.9, Synergy_ZIP=4.13, Synergy_Bliss=5.46, Synergy_Loewe=-10.5, Synergy_HSA=-4.64. (3) Drug 1: CC1=C(C(=CC=C1)Cl)NC(=O)C2=CN=C(S2)NC3=CC(=NC(=N3)C)N4CCN(CC4)CCO. Drug 2: C1CNP(=O)(OC1)N(CCCl)CCCl. Cell line: SW-620. Synergy scores: CSS=3.24, Synergy_ZIP=-0.910, Synergy_Bliss=-1.27, Synergy_Loewe=-7.67, Synergy_HSA=-3.94. (4) Drug 1: CC1C(C(CC(O1)OC2CC(CC3=C2C(=C4C(=C3O)C(=O)C5=C(C4=O)C(=CC=C5)OC)O)(C(=O)C)O)N)O.Cl. Drug 2: C1C(C(OC1N2C=NC3=C2NC=NCC3O)CO)O. Cell line: NCI/ADR-RES. Synergy scores: CSS=0.514, Synergy_ZIP=0.0487, Synergy_Bliss=-1.25, Synergy_Loewe=-2.78, Synergy_HSA=-2.80. (5) Drug 1: C1CC(=O)NC(=O)C1N2CC3=C(C2=O)C=CC=C3N. Drug 2: C1=CC=C(C=C1)NC(=O)CCCCCCC(=O)NO. Cell line: HOP-62. Synergy scores: CSS=22.1, Synergy_ZIP=-5.28, Synergy_Bliss=5.24, Synergy_Loewe=1.79, Synergy_HSA=7.36. (6) Drug 1: C1=CC(=C2C(=C1NCCNCCO)C(=O)C3=C(C=CC(=C3C2=O)O)O)NCCNCCO. Drug 2: CC1=CC=C(C=C1)C2=CC(=NN2C3=CC=C(C=C3)S(=O)(=O)N)C(F)(F)F. Cell line: RXF 393. Synergy scores: CSS=25.1, Synergy_ZIP=-6.30, Synergy_Bliss=-0.928, Synergy_Loewe=-17.6, Synergy_HSA=0.143. (7) Drug 1: CNC(=O)C1=NC=CC(=C1)OC2=CC=C(C=C2)NC(=O)NC3=CC(=C(C=C3)Cl)C(F)(F)F. Drug 2: CC1C(C(CC(O1)OC2CC(CC3=C2C(=C4C(=C3O)C(=O)C5=C(C4=O)C(=CC=C5)OC)O)(C(=O)CO)O)N)O.Cl. Cell line: OVCAR3. Synergy scores: CSS=28.5, Synergy_ZIP=-4.30, Synergy_Bliss=-2.49, Synergy_Loewe=-12.4, Synergy_HSA=-2.27. (8) Drug 1: COC1=CC(=CC(=C1O)OC)C2C3C(COC3=O)C(C4=CC5=C(C=C24)OCO5)OC6C(C(C7C(O6)COC(O7)C8=CC=CS8)O)O. Drug 2: C1C(C(OC1N2C=NC3=C2NC=NCC3O)CO)O. Cell line: SR. Synergy scores: CSS=30.0, Synergy_ZIP=-14.3, Synergy_Bliss=-24.4, Synergy_Loewe=-51.3, Synergy_HSA=-22.6. (9) Drug 1: CC12CCC3C(C1CCC2=O)CC(=C)C4=CC(=O)C=CC34C. Drug 2: C1=CC=C(C(=C1)C(C2=CC=C(C=C2)Cl)C(Cl)Cl)Cl. Cell line: M14. Synergy scores: CSS=21.6, Synergy_ZIP=0.147, Synergy_Bliss=0.996, Synergy_Loewe=2.04, Synergy_HSA=1.31.